This data is from Forward reaction prediction with 1.9M reactions from USPTO patents (1976-2016). The task is: Predict the product of the given reaction. (1) Given the reactants [CH3:1][C:2]1[CH:10]=[CH:9][C:8]([N+:11]([O-:13])=[O:12])=[CH:7][C:3]=1[C:4]([OH:6])=O.[N:14]1[CH:19]=[C:18]([NH2:20])[CH:17]=[N:16][C:15]=1[NH2:21].CCN(CC)CC, predict the reaction product. The product is: [NH2:21][C:15]1[N:16]=[CH:17][C:18]([NH:20][C:4](=[O:6])[C:3]2[CH:7]=[C:8]([N+:11]([O-:13])=[O:12])[CH:9]=[CH:10][C:2]=2[CH3:1])=[CH:19][N:14]=1. (2) Given the reactants [CH:1]([C:3]1[CH:4]=[C:5]([CH:10]=[CH:11][CH:12]=1)[C:6]([O:8][CH3:9])=[O:7])=O.C([O-])(=O)C.[NH4+].[N+:18]([CH2:21][CH3:22])([O-:20])=[O:19], predict the reaction product. The product is: [N+:18](/[C:21](/[CH3:22])=[CH:1]\[C:3]1[CH:4]=[C:5]([CH:10]=[CH:11][CH:12]=1)[C:6]([O:8][CH3:9])=[O:7])([O-:20])=[O:19]. (3) The product is: [CH3:3][O:4][C:5]1[C:13]2[S:12][C:11]([C:14]([OH:16])=[O:15])=[CH:10][C:9]=2[CH:8]=[CH:7][CH:6]=1. Given the reactants [OH-].[Na+].[CH3:3][O:4][C:5]1[C:13]2[S:12][C:11]([C:14]([O:16]CC)=[O:15])=[CH:10][C:9]=2[CH:8]=[CH:7][CH:6]=1, predict the reaction product. (4) Given the reactants Br[C:2]1[CH:3]=[C:4]([CH:7]=[CH:8][CH:9]=1)[CH:5]=[O:6].[OH:10][C:11]1[CH:12]=[C:13]([CH:18]=[CH:19][CH:20]=1)[C:14]([O:16][CH3:17])=[O:15].C(=O)([O-])[O-].[K+].[K+].C(Cl)Cl, predict the reaction product. The product is: [C:5](=[C:4]1[CH:3]=[CH:2][CH:9]=[C:8]([O:10][C:11]2[CH:12]=[C:13]([CH:18]=[CH:19][CH:20]=2)[C:14]([O:16][CH3:17])=[O:15])[CH2:7]1)=[O:6]. (5) Given the reactants [CH2:1]([C:3]1[N:4]([C:28]2[CH:33]=[CH:32][C:31]([O:34][C:35]([CH3:39])([CH3:38])[CH2:36][OH:37])=[CH:30][CH:29]=2)[C:5](=[O:27])[C:6]([CH2:12][C:13]2[CH:18]=[CH:17][C:16]([C:19]3[C:20]([C:25]#[N:26])=[CH:21][CH:22]=[CH:23][CH:24]=3)=[CH:15][CH:14]=2)=[C:7]([CH2:9][CH2:10][CH3:11])[N:8]=1)[CH3:2].N1C(C)=CC=CC=1C.FC(F)(F)S(O[Si:54]([C:57]([CH3:60])([CH3:59])[CH3:58])([CH3:56])[CH3:55])(=O)=O, predict the reaction product. The product is: [Si:54]([O:37][CH2:36][C:35]([CH3:39])([CH3:38])[O:34][C:31]1[CH:30]=[CH:29][C:28]([N:4]2[C:5](=[O:27])[C:6]([CH2:12][C:13]3[CH:14]=[CH:15][C:16]([C:19]4[C:20]([C:25]#[N:26])=[CH:21][CH:22]=[CH:23][CH:24]=4)=[CH:17][CH:18]=3)=[C:7]([CH2:9][CH2:10][CH3:11])[N:8]=[C:3]2[CH2:1][CH3:2])=[CH:33][CH:32]=1)([C:57]([CH3:60])([CH3:59])[CH3:58])([CH3:56])[CH3:55]. (6) Given the reactants [Cl:1][C:2]1[CH:7]=[CH:6][C:5]([C:8]#[CH:9])=[C:4]([CH:10]2[CH2:15][CH2:14][CH2:13][CH2:12][CH2:11]2)[CH:3]=1.Br[C:17]1[CH:22]=[CH:21][C:20]([CH2:23]CCCCC)=[CH:19][CH:18]=1.C(=O)([O-])[O-].[Cs+].[Cs+].C1(P(C2CCCCC2)C2C=CC=CC=2C2C(C(C)C)=CC(C(C)C)=CC=2C(C)C)CCCCC1, predict the reaction product. The product is: [Cl:1][C:2]1[CH:7]=[CH:6][C:5]([C:8]#[C:9][C:17]2[CH:22]=[CH:21][C:20]([CH3:23])=[CH:19][CH:18]=2)=[C:4]([CH:10]2[CH2:15][CH2:14][CH2:13][CH2:12][CH2:11]2)[CH:3]=1. (7) Given the reactants [Br:1][C:2]1[CH:3]=[C:4]([CH:8]=[CH:9][CH:10]=1)[CH2:5][CH2:6][OH:7].[C:11]([Si:15](Cl)([C:22]1[CH:27]=[CH:26][CH:25]=[CH:24][CH:23]=1)[C:16]1[CH:21]=[CH:20][CH:19]=[CH:18][CH:17]=1)([CH3:14])([CH3:13])[CH3:12].N1C=CN=C1, predict the reaction product. The product is: [Br:1][C:2]1[CH:3]=[C:4]([CH:8]=[CH:9][CH:10]=1)[CH2:5][CH2:6][O:7][Si:15]([C:11]([CH3:14])([CH3:13])[CH3:12])([C:22]1[CH:23]=[CH:24][CH:25]=[CH:26][CH:27]=1)[C:16]1[CH:21]=[CH:20][CH:19]=[CH:18][CH:17]=1.